This data is from Experimentally validated miRNA-target interactions with 360,000+ pairs, plus equal number of negative samples. The task is: Binary Classification. Given a miRNA mature sequence and a target amino acid sequence, predict their likelihood of interaction. (1) The miRNA is hsa-miR-8084 with sequence GAAUACUAAGUAAAAAAUCAGUA. The protein sequence of the target gene is MCSAGELLRGGDGGERDEDGDALAEREAAGTGWDPGASPRRRGQRPKESEQDVEDSQNHTGEPVGDDYKKMGTLFGELNKNLINMGFTRMYFGERIVEPVIVIFFWVMLWFLGLQALGLVAVLCLVIIYVQQ. Result: 1 (interaction). (2) The protein sequence of the target gene is MSTPGKENFRLKSYKNKSLNPDEMRRRREEEGLQLRKQKREEQLFKRRNVATAEEETEEEVMSDGGFHEAQINNMEMAPGGVITSDMTDMIFSNSPEQQLSATQKFRKLLSKEPNPPIDEVINTPGVVARFVEFLKRKENCTLQFESAWVLTNIASGNSLQTRNVIQAGAVPIFIELLSSEFEDVQEQAVWALGNIAGDSTMCRDYVLNCNILPPLLQLFSKQNRLTMTRNAVWALSNLCRGKSPPPEFAKVSPCLNVLSWLLFVSDTDVLADACWALSYLSDGPNDKIQAVIDAGVCRR.... The miRNA is hsa-miR-8067 with sequence CCUAGAAACUGUAAACUUAGUC. Result: 0 (no interaction). (3) The miRNA is hsa-miR-185-5p with sequence UGGAGAGAAAGGCAGUUCCUGA. The protein sequence of the target gene is MTTANCGAHDELDFKLVFGEDGAPAPPPPGSRPADLEPDDCASIYIFNVDPPPSTLTTPLCLPHHGLPSHSSVLSPSFQLQSHKNYEGTCEIPESKYSPLGGPKPFECPSIQITSISPNCHQELDAHEDDLQINDPEREFLERPSRDHLYLPLEPSYRESSLSPSPASSISSRSWFSDASSCESLSHIYDDVDSELNEAAARFTLGSPLTSPGGSPGGCPGEETWHQQYGLGHSLSPRQSPCHSPRSSVTDENWLSPRPASGPSSRPTSPCGKRRHSSAEVCYAGSLSPHHSPVPSPGHS.... Result: 1 (interaction). (4) The miRNA is cel-miR-49-3p with sequence AAGCACCACGAGAAGCUGCAGA. The protein sequence of the target gene is MSNDSTEGTVGSCNATGLTDEKVKAYLSLHPQVLDEFVSESVSAETVEKWLKRKTNKAKDEPSPKEVSRYQDTNMQGVVYELNSYIEQRLDTGGDNHLLLYELSSIIRIATKADGFALYFLGECNNSLCVFIPPGMKEGQPRLIPAGPITQGTTISAYVAKSRKTLLVEDILGDERFPRGTGLESGTRIQSVLCLPIVTAIGDLIGILELYRHWGKEAFCLSHQEVATANLAWASVAIHQVQVCRGLAKQTELNDFLLDVSKTYFDNIVAIDSLLEHIMIYAKNLVNADRCALFQVDHKN.... Result: 0 (no interaction). (5) The miRNA is hsa-miR-6502-3p with sequence UAGACCAUCUUUCUAGAGUAU. The protein sequence of the target gene is MAAPRWSASGPWIRGNGQGCGSLFTLVSKPFCAAAAASTAINAQRLAEKLRAQKREQDTKKEPVSTNAVQRRVQEIVRFTRQLQRVHPNVLAKALTRGILHQDKNLVVINKPYGLPVHGGPGVQLCITDVLPILAKMLHGHKAEPLHLCHRLDKETTGVMVLAWDKDMAHQVQELFRTRQVVKKYWAITVHVPMPSAGVVDIPIVEKEAQGQQQHHKMTLSPSYRMDDGKMVKVRRSRNAQVAVTQYQVLSSTLSSALVELQPITGIKHQLRVHLSFGLDCPILGDHKYSDWNRLAPQKL.... Result: 0 (no interaction). (6) The miRNA is hsa-miR-380-5p with sequence UGGUUGACCAUAGAACAUGCGC. The protein sequence of the target gene is MAAVVAATALKGRGARNARVLRGILAGATANKASHNRTRALQSHSSPEGKEEPEPLSPELEYIPRKRGKNPMKAVGLAWYSLYTRTWLGYLFYRQQLRRARNRYPKGHSKTQPRLFNGVKVLPIPVLSDNYSYLIIDTQAQLAVAVDPSDPRAVQASIEKEGVTLVAILCTHKHWDHSGGNRDLSRRHRDCRVYGSPQDGIPYLTHPLCHQDVVSVGRLQIRALATPGHTQGHLVYLLDGEPYKGPSCLFSGDLLFLSGCGRTFEGNAETMLSSLDTVLGLGDDTLLWPGHEYAEENLGF.... Result: 1 (interaction). (7) The miRNA is hsa-miR-98-5p with sequence UGAGGUAGUAAGUUGUAUUGUU. Result: 1 (interaction). The protein sequence of the target gene is MAQRYDDLPHYGGMDGVGIPSTMYGDPHAARSMQPVHHLNHGPPLHSHQYPHTAHTNAMAPSMGSSVNDALKRDKDAIYGHPLFPLLALIFEKCELATCTPREPGVAGGDVCSSESFNEDIAVFAKQIRAEKPLFSSNPELDNLMIQAIQVLRFHLLELEKVHELCDNFCHRYISCLKGKMPIDLVIDDREGGSKSDSEDITRSANLTDQPSWNRDHDDTASTRSGGTPGPSSGGHTSHSGDNSSEQGDGLDNSVASPSTGDDDDPDKDKKRHKKRGIFPKVATNIMRAWLFQHLTHPYP....